Dataset: Forward reaction prediction with 1.9M reactions from USPTO patents (1976-2016). Task: Predict the product of the given reaction. Given the reactants [F:1][C:2]1[CH:41]=[CH:40][C:5]([CH2:6][N:7]2[CH2:12][CH2:11][N:10]3[C:13]4[CH2:30][CH2:29][N:28]([CH2:31][C:32]5[CH:37]=[CH:36][N:35]=[CH:34][CH:33]=5)[C:27](=[O:38])[C:14]=4[C:15]([O:16]S(C4C(C)=CC=CC=4)(=O)=O)=[C:9]3[C:8]2=[O:39])=[CH:4][CH:3]=1.C[O-].[Na+], predict the reaction product. The product is: [F:1][C:2]1[CH:41]=[CH:40][C:5]([CH2:6][N:7]2[CH2:12][CH2:11][N:10]3[C:13]4[CH2:30][CH2:29][N:28]([CH2:31][C:32]5[CH:37]=[CH:36][N:35]=[CH:34][CH:33]=5)[C:27](=[O:38])[C:14]=4[C:15]([OH:16])=[C:9]3[C:8]2=[O:39])=[CH:4][CH:3]=1.